From a dataset of Catalyst prediction with 721,799 reactions and 888 catalyst types from USPTO. Predict which catalyst facilitates the given reaction. (1) Product: [C:1]([C:3]1[CH:4]=[CH:5][C:6]([N:9]2[C:13]([C:14]3[C:19](=[O:20])[N:18]([CH2:21][CH2:22][C:23]([N:40]([CH3:41])[CH3:38])=[O:24])[C:17](=[O:26])[N:16]([C:27]4[CH:32]=[CH:31][CH:30]=[C:29]([C:33]([F:34])([F:36])[F:35])[CH:28]=4)[C:15]=3[CH3:37])=[CH:12][CH:11]=[N:10]2)=[CH:7][CH:8]=1)#[N:2]. Reactant: [C:1]([C:3]1[CH:8]=[CH:7][C:6]([N:9]2[C:13]([C:14]3[C:19](=[O:20])[N:18]([CH2:21][CH2:22][C:23](O)=[O:24])[C:17](=[O:26])[N:16]([C:27]4[CH:32]=[CH:31][CH:30]=[C:29]([C:33]([F:36])([F:35])[F:34])[CH:28]=4)[C:15]=3[CH3:37])=[CH:12][CH:11]=[N:10]2)=[CH:5][CH:4]=1)#[N:2].[CH2:38]([N:40]=[C:41]=NCCCN(C)C)C.ON1C2N=CC=CC=2N=N1.C(N(CC)C(C)C)(C)C.CNC.S([O-])(O)(=O)=O.[K+]. The catalyst class is: 7. (2) Reactant: [Cl:1]N1C(=O)CCC1=O.[CH2:9]([O:13][C:14]1[C:15]2[C:22](/[CH:23]=[CH:24]/[C:25]([NH2:27])=[O:26])=[CH:21][NH:20][C:16]=2[N:17]=[CH:18][N:19]=1)[CH:10]([CH3:12])[CH3:11].ClC(Cl)C(O)=O. Product: [Cl:1]/[C:24](=[CH:23]\[C:22]1[C:15]2[C:14]([O:13][CH2:9][CH:10]([CH3:12])[CH3:11])=[N:19][CH:18]=[N:17][C:16]=2[NH:20][CH:21]=1)/[C:25]([NH2:27])=[O:26]. The catalyst class is: 1. (3) Reactant: C[O:2][C:3]([CH2:5][N:6]1[CH2:11][CH2:10][O:9][CH2:8][CH2:7]1)=[O:4].Cl. Product: [N:6]1([CH2:5][C:3]([OH:4])=[O:2])[CH2:11][CH2:10][O:9][CH2:8][CH2:7]1. The catalyst class is: 821. (4) Reactant: [Br:1][C:2]1[CH:3]=[C:4]([NH:8][C:9]2[C:18]3[C:13](=[CH:14][CH:15]=[C:16]([OH:19])[CH:17]=3)[N:12]=[CH:11][N:10]=2)[CH:5]=[CH:6][CH:7]=1.[H-].[Na+].Br[CH2:23][C:24]1[CH:46]=[CH:45][C:27]([C:28]([NH:30][C:31]2[CH:36]=[CH:35][CH:34]=[CH:33][C:32]=2[NH:37][C:38](=[O:44])[O:39][C:40]([CH3:43])([CH3:42])[CH3:41])=[O:29])=[CH:26][CH:25]=1.O. Product: [Br:1][C:2]1[CH:3]=[C:4]([NH:8][C:9]2[C:18]3[C:13](=[CH:14][CH:15]=[C:16]([O:19][CH2:23][C:24]4[CH:25]=[CH:26][C:27]([C:28]([NH:30][C:31]5[CH:36]=[CH:35][CH:34]=[CH:33][C:32]=5[NH:37][C:38](=[O:44])[O:39][C:40]([CH3:43])([CH3:41])[CH3:42])=[O:29])=[CH:45][CH:46]=4)[CH:17]=3)[N:12]=[CH:11][N:10]=2)[CH:5]=[CH:6][CH:7]=1. The catalyst class is: 3. (5) Reactant: Br[CH:2]1[CH2:10][CH2:9][C:8]2[N:7](S(C3C=CC(C)=CC=3)(=O)=O)[N:6]=[CH:5][C:4]=2[C:3]1=O.[CH3:22][C:23]1[N:28]=[C:27]([NH:29][C:30]([NH2:32])=[S:31])[CH:26]=[CH:25][CH:24]=1. Product: [CH3:22][C:23]1[N:28]=[C:27]([NH:29][C:30]2[S:31][C:2]3[CH2:10][CH2:9][C:8]4[NH:7][N:6]=[CH:5][C:4]=4[C:3]=3[N:32]=2)[CH:26]=[CH:25][CH:24]=1. The catalyst class is: 811. (6) Reactant: [H-].[Na+].F[C:4]1[CH:11]=[CH:10][C:7]([C:8]#[N:9])=[CH:6][C:5]=1[N+:12]([O-:14])=[O:13].[NH2:15][C:16]1[S:17][C:18]([CH3:23])=[CH:19][C:20]=1[C:21]#[N:22].Cl. Product: [C:8]([C:7]1[CH:10]=[CH:11][C:4]([NH:15][C:16]2[S:17][C:18]([CH3:23])=[CH:19][C:20]=2[C:21]#[N:22])=[C:5]([N+:12]([O-:14])=[O:13])[CH:6]=1)#[N:9]. The catalyst class is: 1. (7) Reactant: C(O[C:4]1[C:5](=[O:12])[C:6](=[O:11])[C:7]=1[O:8][CH2:9][CH3:10])C.[Br:13][C:14]1[CH:15]=[C:16]([CH:18]=[CH:19][CH:20]=1)[NH2:17]. Product: [Br:13][C:14]1[CH:15]=[C:16]([NH:17][C:4]2[C:5](=[O:12])[C:6](=[O:11])[C:7]=2[O:8][CH2:9][CH3:10])[CH:18]=[CH:19][CH:20]=1. The catalyst class is: 8. (8) Reactant: [CH2:1]([O:8][C:9](=[O:25])[C:10]1[CH:15]=[CH:14][C:13]([CH2:16][NH:17][CH2:18][C:19]2[CH:24]=[CH:23][CH:22]=[CH:21][CH:20]=2)=[CH:12][CH:11]=1)[C:2]1[CH:7]=[CH:6][CH:5]=[CH:4][CH:3]=1.[CH2:26]([O:33][C:34](=[O:37])CBr)[C:27]1C=CC=CC=1. Product: [CH2:1]([O:8][C:9](=[O:25])[C:10]1[CH:15]=[CH:14][C:13]([CH2:16][N:17]([CH2:18][C:19]2[CH:20]=[CH:21][CH:22]=[CH:23][CH:24]=2)[C:34]([O:33][CH2:26][CH3:27])=[O:37])=[CH:12][CH:11]=1)[C:2]1[CH:3]=[CH:4][CH:5]=[CH:6][CH:7]=1. The catalyst class is: 3. (9) Reactant: Cl[C:2]1[C:11]2[C:6](=[CH:7][N:8]=[C:9]([F:12])[CH:10]=2)[N:5]=[CH:4][C:3]=1[C:13]#[N:14].C(O)C.[OH:18][C:19]1[CH:20]=[C:21]([CH:23]=[CH:24][C:25]=1[CH3:26])[NH2:22].C(=O)(O)[O-].[Na+]. Product: [F:12][C:9]1[CH:10]=[C:11]2[C:6](=[CH:7][N:8]=1)[N:5]=[CH:4][C:3]([C:13]#[N:14])=[C:2]2[NH:22][C:21]1[CH:23]=[CH:24][C:25]([CH3:26])=[C:19]([OH:18])[CH:20]=1. The catalyst class is: 170.